From a dataset of Forward reaction prediction with 1.9M reactions from USPTO patents (1976-2016). Predict the product of the given reaction. Given the reactants [OH-].[Na+].[F:3][C:4]([CH3:33])([CH3:32])[CH2:5][N:6]1[C@H:18]([CH3:19])[CH2:17][C:16]2[C:15]3[C:10](=[CH:11][CH:12]=[CH:13][CH:14]=3)[NH:9][C:8]=2[C@H:7]1[C:20]1[CH:25]=[CH:24][C:23](/[CH:26]=[CH:27]/[C:28]([O:30]C)=[O:29])=[CH:22][CH:21]=1, predict the reaction product. The product is: [F:3][C:4]([CH3:32])([CH3:33])[CH2:5][N:6]1[C@H:18]([CH3:19])[CH2:17][C:16]2[C:15]3[C:10](=[CH:11][CH:12]=[CH:13][CH:14]=3)[NH:9][C:8]=2[C@H:7]1[C:20]1[CH:21]=[CH:22][C:23](/[CH:26]=[CH:27]/[C:28]([OH:30])=[O:29])=[CH:24][CH:25]=1.